Dataset: Peptide-MHC class I binding affinity with 185,985 pairs from IEDB/IMGT. Task: Regression. Given a peptide amino acid sequence and an MHC pseudo amino acid sequence, predict their binding affinity value. This is MHC class I binding data. (1) The peptide sequence is GWPDNYCEW. The MHC is HLA-A24:03 with pseudo-sequence HLA-A24:03. The binding affinity (normalized) is 0.822. (2) The peptide sequence is MLVTLPVYS. The MHC is HLA-A02:06 with pseudo-sequence HLA-A02:06. The binding affinity (normalized) is 0.321. (3) The binding affinity (normalized) is 0.756. The MHC is HLA-A32:07 with pseudo-sequence HLA-A32:07. The peptide sequence is SVFEGIRAY.